The task is: Binary Classification. Given a drug SMILES string, predict its activity (active/inactive) in a high-throughput screening assay against a specified biological target.. This data is from SARS-CoV-2 main protease (3CLPro) crystallographic fragment screen with 879 compounds. The molecule is Cc1nc(-c2ccccc2)no1. The result is 0 (inactive).